From a dataset of Forward reaction prediction with 1.9M reactions from USPTO patents (1976-2016). Predict the product of the given reaction. (1) Given the reactants [F:1][C:2]1[C:3]([CH3:18])=[C:4]([C@:8]2([C:14]([O:16]C)=[O:15])[CH2:12][CH2:11][C@H:10](O)[CH2:9]2)[CH:5]=[CH:6][CH:7]=1.C1CCN2C(=NCCC2)CC1, predict the reaction product. The product is: [F:1][C:2]1[C:3]([CH3:18])=[C:4]([C@:8]23[CH2:9][C@H:10]([CH2:11][CH2:12]2)[O:16][C:14]3=[O:15])[CH:5]=[CH:6][CH:7]=1. (2) Given the reactants [NH2:1][C:2]1[C:3]([C:7]2[N:8]([CH2:30][CH3:31])[C:9]3[C:14]([O:15][CH2:16][C@H:17]4[O:22][CH2:21][CH2:20][NH:19][CH2:18]4)=[CH:13][N:12]=[C:11]([C:23]#[C:24][C:25]([CH3:28])([OH:27])[CH3:26])[C:10]=3[N:29]=2)=[N:4][O:5][N:6]=1.[CH:32](=O)[CH3:33].C(O)(=O)C.[BH3-]C#N.[Na+].C([O-])(O)=O.[Na+], predict the reaction product. The product is: [NH2:1][C:2]1[C:3]([C:7]2[N:8]([CH2:30][CH3:31])[C:9]3[C:14]([O:15][CH2:16][C@H:17]4[O:22][CH2:21][CH2:20][N:19]([CH2:32][CH3:33])[CH2:18]4)=[CH:13][N:12]=[C:11]([C:23]#[C:24][C:25]([CH3:26])([OH:27])[CH3:28])[C:10]=3[N:29]=2)=[N:4][O:5][N:6]=1. (3) Given the reactants [F:1][C:2]1[CH:7]=[CH:6][C:5]([N:8]2[CH2:14][CH2:13][CH2:12][CH:11]([C:15]([O:17]C)=[O:16])[CH2:10][C:9]2=[O:19])=[CH:4][CH:3]=1.[OH-].[Li+].Cl, predict the reaction product. The product is: [F:1][C:2]1[CH:3]=[CH:4][C:5]([N:8]2[CH2:14][CH2:13][CH2:12][CH:11]([C:15]([OH:17])=[O:16])[CH2:10][C:9]2=[O:19])=[CH:6][CH:7]=1. (4) The product is: [OH:24][CH:16]([CH2:17][N:18]1[CH2:23][CH2:22][O:21][CH2:20][CH2:19]1)[CH2:15][N:14]1[CH2:13][CH2:12][CH2:11][C:10]2[NH:9][CH:8]=[C:7]([CH3:32])[C:6]=2[C:4]1=[O:3]. Given the reactants C([O:3][C:4]([C:6]1[C:7]([CH3:32])=[C:8](C(OC(C)(C)C)=O)[NH:9][C:10]=1[CH2:11][CH2:12][CH2:13][NH:14][CH2:15][CH:16]([OH:24])[CH2:17][N:18]1[CH2:23][CH2:22][O:21][CH2:20][CH2:19]1)=O)C.C[Al](C)C, predict the reaction product. (5) Given the reactants [CH2:1]([N:5]([CH3:23])[C:6]([C:8]1[CH:9]=[C:10]([CH:15]=[C:16]([C:18]2[O:19][CH:20]=[CH:21][N:22]=2)[CH:17]=1)[C:11]([O:13]C)=[O:12])=[O:7])[CH2:2][CH2:3][CH3:4].O.[OH-].[Li+], predict the reaction product. The product is: [CH2:1]([N:5]([CH3:23])[C:6]([C:8]1[CH:9]=[C:10]([CH:15]=[C:16]([C:18]2[O:19][CH:20]=[CH:21][N:22]=2)[CH:17]=1)[C:11]([OH:13])=[O:12])=[O:7])[CH2:2][CH2:3][CH3:4]. (6) Given the reactants [Br:1][C:2]1[CH:3]=[CH:4][C:5]([F:9])=[C:6]([OH:8])[CH:7]=1.C(=O)([O-])[O-].[Cs+].[Cs+].[CH:16](Br)([CH3:18])[CH3:17].O, predict the reaction product. The product is: [Br:1][C:2]1[CH:3]=[CH:4][C:5]([F:9])=[C:6]([O:8][CH:16]([CH3:18])[CH3:17])[CH:7]=1.